Dataset: Reaction yield outcomes from USPTO patents with 853,638 reactions. Task: Predict the reaction yield, written as a fraction of the theoretical maximum amount of product (1.0 means a 100% yield; for example, 0.34 means a 34% yield). (1) No catalyst specified. The yield is 0.560. The product is [NH2:50][CH2:49][C:48]([N:45]1[CH2:46][CH2:47][CH:42]([N:40]2[CH:41]=[C:37]([C:32]3[C:31]4[C:35](=[CH:36][C:28]([F:27])=[CH:29][CH:30]=4)[NH:34][CH:33]=3)[CH:38]=[N:39]2)[CH2:43][CH2:44]1)=[O:58]. The reactants are CC1C(C2C3C(=CC(F)=CC=3)N(S(C3C=CC=CC=3)(=O)=O)C=2)=C(C)NN=1.[F:27][C:28]1[CH:36]=[C:35]2[C:31]([C:32]([C:37]3[CH:38]=[N:39][N:40]([CH:42]4[CH2:47][CH2:46][N:45]([C:48](=[O:58])[CH2:49][NH:50]C(=O)OC(C)(C)C)[CH2:44][CH2:43]4)[CH:41]=3)=[CH:33][NH:34]2)=[CH:30][CH:29]=1. (2) The reactants are [F:1][C:2]1[C:10]([C:11]2[CH:16]=[CH:15][C:14]([O:17][CH2:18][CH2:19][OH:20])=[CH:13][CH:12]=2)=[C:9]([F:21])[CH:8]=[C:7]2[C:3]=1[C:4]([CH:22]=[O:23])=[CH:5][NH:6]2.Cl([O-])=[O:25].[Na+].P([O-])(O)(O)=O.[Na+].S([O-])([O-])=O.[Na+].[Na+]. The catalyst is C(#N)C.C(O)(C)(C)C.CC(=CC)C.O. The product is [F:1][C:2]1[C:10]([C:11]2[CH:12]=[CH:13][C:14]([O:17][CH2:18][CH2:19][OH:20])=[CH:15][CH:16]=2)=[C:9]([F:21])[CH:8]=[C:7]2[C:3]=1[C:4]([C:22]([OH:25])=[O:23])=[CH:5][NH:6]2. The yield is 0.290.